This data is from Full USPTO retrosynthesis dataset with 1.9M reactions from patents (1976-2016). The task is: Predict the reactants needed to synthesize the given product. (1) Given the product [C:1]([O:5][C:6]([N:8]1[CH:13]2[CH2:14][CH2:15][CH:9]1[CH2:10][CH:11]([OH:16])[CH2:12]2)=[O:7])([CH3:4])([CH3:2])[CH3:3], predict the reactants needed to synthesize it. The reactants are: [C:1]([O:5][C:6]([N:8]1[CH:13]2[CH2:14][CH2:15][CH:9]1[CH2:10][C:11](=[O:16])[CH2:12]2)=[O:7])([CH3:4])([CH3:3])[CH3:2].[BH4-].[Na+]. (2) Given the product [Cl:26][C:24]1[CH:23]=[CH:22][C:21]([O:27][CH2:28][C:29]2[CH:34]=[CH:33][CH:32]=[CH:31][CH:30]=2)=[C:20]([C:15]2[N:14]([C:6]3[CH:5]=[C:4]([C:9]([O:10][CH:11]([F:12])[F:13])=[CH:8][CH:7]=3)[C:3]([OH:35])=[O:2])[C:18]([CH3:19])=[CH:17][CH:16]=2)[CH:25]=1, predict the reactants needed to synthesize it. The reactants are: C[O:2][C:3](=[O:35])[C:4]1[C:9]([O:10][CH:11]([F:13])[F:12])=[CH:8][CH:7]=[C:6]([N:14]2[C:18]([CH3:19])=[CH:17][CH:16]=[C:15]2[C:20]2[CH:25]=[C:24]([Cl:26])[CH:23]=[CH:22][C:21]=2[O:27][CH2:28][C:29]2[CH:34]=[CH:33][CH:32]=[CH:31][CH:30]=2)[CH:5]=1. (3) The reactants are: O1CCOCC1.[ClH:7].C(OC(=O)[NH:14][C@H:15]([C:19]([N:21]1[CH2:26][CH2:25][CH:24]([O:27][C:28]2[CH:33]=[CH:32][C:31]([F:34])=[CH:30][C:29]=2[F:35])[CH2:23][CH2:22]1)=[O:20])[CH:16]([CH3:18])[CH3:17])(C)(C)C. Given the product [ClH:7].[F:35][C:29]1[CH:30]=[C:31]([F:34])[CH:32]=[CH:33][C:28]=1[O:27][CH:24]1[CH2:25][CH2:26][N:21]([C:19](=[O:20])[C@@H:15]([NH2:14])[CH:16]([CH3:18])[CH3:17])[CH2:22][CH2:23]1, predict the reactants needed to synthesize it. (4) The reactants are: [OH:1][C@H:2]1[CH2:5][C@H:4]([N:6]2[C:11](=[O:12])[C:10]([CH2:13][C:14]3[CH:19]=[CH:18][C:17]([C:20]4[C:21]([C:26]#[N:27])=[CH:22][CH:23]=[CH:24][CH:25]=4)=[CH:16][CH:15]=3)=[C:9]([CH2:28][CH2:29][CH3:30])[N:8]3[N:31]=[CH:32][N:33]=[C:7]23)[CH2:3]1.[N+](=[CH:36][C:37]([O:39][CH2:40][CH3:41])=[O:38])=[N-]. Given the product [C:26]([C:21]1[CH:22]=[CH:23][CH:24]=[CH:25][C:20]=1[C:17]1[CH:16]=[CH:15][C:14]([CH2:13][C:10]2[C:11](=[O:12])[N:6]([C@H:4]3[CH2:5][C@H:2]([O:1][CH2:36][C:37]([O:39][CH2:40][CH3:41])=[O:38])[CH2:3]3)[C:7]3[N:8]([N:31]=[CH:32][N:33]=3)[C:9]=2[CH2:28][CH2:29][CH3:30])=[CH:19][CH:18]=1)#[N:27], predict the reactants needed to synthesize it. (5) Given the product [CH3:19][O:18][C:5]1[CH:4]=[CH:3][C:2]([C:20]#[N:33])=[CH:17][C:6]=1[CH2:7][C@H:8]1[CH2:12][O:11][C:10](=[O:13])[N:9]1[CH2:14][CH2:15][CH3:16], predict the reactants needed to synthesize it. The reactants are: Br[C:2]1[CH:3]=[CH:4][C:5]([O:18][CH3:19])=[C:6]([CH:17]=1)[CH2:7][C@H:8]1[CH2:12][O:11][C:10](=[O:13])[N:9]1[CH2:14][CH2:15][CH3:16].[C:20]1(C)C=CC=CC=1.CCOC(C)=O.[NH3:33].